Task: Predict the product of the given reaction.. Dataset: Forward reaction prediction with 1.9M reactions from USPTO patents (1976-2016) Given the reactants [N:1]([CH2:4][CH:5]1[O:10][C:9]2[C:11](Br)=[CH:12][CH:13]=[CH:14][C:8]=2[NH:7][CH2:6]1)=[N+:2]=[N-:3].[Cl:16][C:17]1[CH:22]=[CH:21][C:20](B(O)O)=[C:19]([CH3:26])[CH:18]=1, predict the reaction product. The product is: [N:1]([CH2:4][CH:5]1[O:10][C:9]2[C:11]([C:20]3[CH:21]=[CH:22][C:17]([Cl:16])=[CH:18][C:19]=3[CH3:26])=[CH:12][CH:13]=[CH:14][C:8]=2[NH:7][CH2:6]1)=[N+:2]=[N-:3].